Task: Predict the reactants needed to synthesize the given product.. Dataset: Full USPTO retrosynthesis dataset with 1.9M reactions from patents (1976-2016) (1) Given the product [F:1][C:2]1[CH:3]=[C:4]([NH:5][NH2:12])[CH:6]=[CH:7][C:8]=1[O:9][CH3:10], predict the reactants needed to synthesize it. The reactants are: [F:1][C:2]1[CH:3]=[C:4]([CH:6]=[CH:7][C:8]=1[O:9][CH3:10])[NH2:5].Cl.[NH2:12]N. (2) Given the product [Cl:8][C:9]1[CH:16]=[CH:15][C:12]([CH2:13][N:5]2[CH:6]=[N:7][C:3]([NH2:2])=[N:4]2)=[CH:11][CH:10]=1, predict the reactants needed to synthesize it. The reactants are: [Na].[NH2:2][C:3]1[N:7]=[CH:6][NH:5][N:4]=1.[Cl:8][C:9]1[CH:16]=[CH:15][C:12]([CH2:13]Cl)=[CH:11][CH:10]=1.